Dataset: Full USPTO retrosynthesis dataset with 1.9M reactions from patents (1976-2016). Task: Predict the reactants needed to synthesize the given product. (1) Given the product [C:1]([O:5][C:6](=[O:21])[NH:7][C:8]1[CH:13]=[CH:12][C:11]([C:14]2[CH:15]=[CH:16][CH:17]=[CH:18][CH:19]=2)=[CH:10][C:9]=1[NH:20][C:25](=[O:24])[CH2:26][C:27](=[O:33])[C:28]1[CH:32]=[CH:31][S:30][CH:29]=1)([CH3:4])([CH3:2])[CH3:3], predict the reactants needed to synthesize it. The reactants are: [C:1]([O:5][C:6](=[O:21])[NH:7][C:8]1[CH:13]=[CH:12][C:11]([C:14]2[CH:19]=[CH:18][CH:17]=[CH:16][CH:15]=2)=[CH:10][C:9]=1[NH2:20])([CH3:4])([CH3:3])[CH3:2].C([O:24][C:25](=O)[CH2:26][C:27](=[O:33])[C:28]1[CH:32]=[CH:31][S:30][CH:29]=1)C. (2) Given the product [NH2:17][CH2:18][CH2:19][CH2:20][C:21]([NH:56][C@H:37]([CH2:38][C@H:39]([NH:55][C:6]([C:4]1[NH:3][N:2]=[N:1][CH:5]=1)=[O:8])[CH2:40][C:41]1[CH:42]=[CH:43][C:44]([C:47]2[CH:52]=[C:51]([Cl:53])[CH:50]=[CH:49][C:48]=2[F:54])=[CH:45][CH:46]=1)[C:36]([OH:35])=[O:59])=[O:73], predict the reactants needed to synthesize it. The reactants are: [NH:1]1[CH:5]=[C:4]([C:6]([OH:8])=O)[N:3]=[N:2]1.CN(C(O[N:17]1N=N[C:19]2[CH:20]=[CH:21]C=N[C:18]1=2)=[N+](C)C)C.F[P-](F)(F)(F)(F)F.C([O:35][C:36](=[O:59])[C@H:37]([N:56]=[N+]=[N-])[CH2:38][C@H:39]([NH2:55])[CH2:40][C:41]1[CH:46]=[CH:45][C:44]([C:47]2[CH:52]=[C:51]([Cl:53])[CH:50]=[CH:49][C:48]=2[F:54])=[CH:43][CH:42]=1)C.CCN(C(C)C)C(C)C.CN(C=[O:73])C. (3) Given the product [CH3:1][O:2][CH2:3][C@@H:4]([NH:5][CH2:13][C:14]([O:16][CH2:17][CH3:18])=[O:15])[C:6]1[CH:11]=[CH:10][CH:9]=[CH:8][CH:7]=1, predict the reactants needed to synthesize it. The reactants are: [CH3:1][O:2][CH2:3][C@H:4]([C:6]1[CH:11]=[CH:10][CH:9]=[CH:8][CH:7]=1)[NH2:5].Br[CH2:13][C:14]([O:16][CH2:17][CH3:18])=[O:15].C([O-])([O-])=O.[K+].[K+]. (4) Given the product [CH:1]1([CH2:4][O:5][C:6]2[N:11]=[C:10]([C:12]([N:27]3[C:23]([CH3:31])([CH3:22])[CH2:24][CH2:25][C@H:26]3[C:28]([NH2:30])=[O:29])=[O:14])[CH:9]=[CH:8][C:7]=2[N:15]2[CH2:18][C:17]([F:20])([F:19])[CH2:16]2)[CH2:2][CH2:3]1, predict the reactants needed to synthesize it. The reactants are: [CH:1]1([CH2:4][O:5][C:6]2[N:11]=[C:10]([C:12]([OH:14])=O)[CH:9]=[CH:8][C:7]=2[N:15]2[CH2:18][C:17]([F:20])([F:19])[CH2:16]2)[CH2:3][CH2:2]1.Cl.[CH3:22][C:23]1([CH3:31])[NH:27][C@H:26]([C:28]([NH2:30])=[O:29])[CH2:25][CH2:24]1.CN(C(ON1N=NC2C=CC=CC1=2)=[N+](C)C)C.[B-](F)(F)(F)F.CCN(C(C)C)C(C)C. (5) Given the product [F:37][C:35]1([F:39])[CH2:34][N:33]([CH2:32][CH2:31][N:16]2[CH:17]=[C:18]([C:20]3[CH:25]=[CH:24][C:23]([F:26])=[C:22]([C:27]([F:28])([F:30])[F:29])[CH:21]=3)[N:19]=[C:15]2[CH:12]2[CH2:11][CH2:10][N:9]([C:8]3[N:7]=[CH:6][N:5]=[C:4]([NH2:38])[C:3]=3[CH2:1][CH3:2])[CH2:14][CH2:13]2)[CH2:36]1, predict the reactants needed to synthesize it. The reactants are: [CH2:1]([C:3]1[C:4]([NH2:38])=[N:5][CH:6]=[N:7][C:8]=1[N:9]1[CH2:14][CH2:13][CH:12]([C:15]2[N:16]([CH2:31][CH2:32][N:33]3[CH2:36][CH:35]([F:37])[CH2:34]3)[CH:17]=[C:18]([C:20]3[CH:25]=[CH:24][C:23]([F:26])=[C:22]([C:27]([F:30])([F:29])[F:28])[CH:21]=3)[N:19]=2)[CH2:11][CH2:10]1)[CH3:2].[F:39]C1(F)CN(CCN2C=C(C3C=CC(F)=C(C(F)(F)F)C=3)N=C2C2CCNCC2)C1. (6) Given the product [C:12]([O:16][C:17]([C:19]1[C:20]([N:1]2[CH2:5][CH2:4][CH2:3][CH2:2]2)=[N:21][C:22]2[C:27]([C:28]=1[C:29]1[CH:34]=[CH:33][CH:32]=[C:31]([Cl:35])[CH:30]=1)=[CH:26][C:25]([Cl:36])=[CH:24][CH:23]=2)=[O:18])([CH3:15])([CH3:13])[CH3:14], predict the reactants needed to synthesize it. The reactants are: [NH:1]1[CH2:5][CH2:4][CH2:3][CH2:2]1.C([O-])([O-])=O.[K+].[K+].[C:12]([O:16][C:17]([C:19]1[C:20](OS(C(F)(F)F)(=O)=O)=[N:21][C:22]2[C:27]([C:28]=1[C:29]1[CH:34]=[CH:33][CH:32]=[C:31]([Cl:35])[CH:30]=1)=[CH:26][C:25]([Cl:36])=[CH:24][CH:23]=2)=[O:18])([CH3:15])([CH3:14])[CH3:13]. (7) Given the product [C:23]1([NH:22][C:21]([N:7]2[C@H:8]3[C:13]([C:12]4[CH:15]=[CH:16][CH:17]=[C:18]5[C:11]=4[C:10](=[CH:20][NH:19]5)[CH2:9]3)=[CH:14][C@@H:5]([C:3]([OH:4])=[O:2])[CH2:6]2)=[O:29])[CH:24]=[CH:25][CH:26]=[CH:27][CH:28]=1, predict the reactants needed to synthesize it. The reactants are: C[O:2][C:3]([C@@H:5]1[CH:14]=[C:13]2[C@@H:8]([CH2:9][C:10]3[C:11]4[C:18]([NH:19][CH:20]=3)=[CH:17][CH:16]=[CH:15][C:12]=42)[N:7]([C:21](=[O:29])[NH:22][C:23]2[CH:28]=[CH:27][CH:26]=[CH:25][CH:24]=2)[CH2:6]1)=[O:4].CO.[OH-].[Li+].Cl.